From a dataset of Peptide-MHC class II binding affinity with 134,281 pairs from IEDB. Regression. Given a peptide amino acid sequence and an MHC pseudo amino acid sequence, predict their binding affinity value. This is MHC class II binding data. The MHC is H-2-IAd with pseudo-sequence H-2-IAd. The peptide sequence is GVRGRDQATTASAAA. The binding affinity (normalized) is 0.263.